From a dataset of Experimentally validated miRNA-target interactions with 360,000+ pairs, plus equal number of negative samples. Binary Classification. Given a miRNA mature sequence and a target amino acid sequence, predict their likelihood of interaction. (1) The miRNA is mmu-miR-466n-3p with sequence UAUACAUGAGAGCAUACAUAGA. Result: 1 (interaction). The protein sequence of the target gene is MIALFNKLLDWFKALFWKEEMELTLVGLQYSGKTTFVNVIASGQFNEDMIPTVGFNMRKITKGNVTIKLWDIGGQPRFRSMWERYCRGVSAIVYMVDAADQEKIEASKNELHNLLDKPQLQGIPVLVLGNKRDLAGALDEKELIEKMNLSAIQDREICCYSISCKEKDNIDITLQWLIQHSKSRRS. (2) The miRNA is hsa-miR-504-5p with sequence AGACCCUGGUCUGCACUCUAUC. The protein sequence of the target gene is MSAARESHPHGVKRSASPDDDLGSSNWEAADLGNEERKQKFLRLMGAGKKEHTGRLVIGDHKSTSHFRTGEEDKKINEELESQYQQSMDSKLSGRYRRHCGLGFSEVEDHDGEGDVAGDDDDDDDDSPDPESPDDSESDSESEKEESAEELQAAEHPDEVEDPKNKKDAKSNYKMMFVKSSGS. Result: 1 (interaction). (3) The miRNA is hsa-miR-384 with sequence AUUCCUAGAAAUUGUUCAUA. The protein sequence of the target gene is MTRYCRGLSQRQAFLLLTVLALLFILLFVVKDPRAKDSRCQFIWKNDASAQENQQKAEPQVPIMTLSPRVHNKETTSVSSKDLKKQEREAVQGEQAEGKEKRKLETIRPAPENPQSKAEPAAKTPVSEHLDKLPRAPGALSTRKTPMATGAVPAKKKVVQATKSPASSPHPTTRRRQRLKASEFKSEPRWDFEEEYSLDMSSLQTNCSASVKIKASKSPWLQNIFLPNITLFLDSGRFTQSEWNRLEHFAPPFGFMELNQSLVQKVVTRFPPVRQQQLLLASLPTGYSKCITCAVVGNGG.... Result: 0 (no interaction). (4) The miRNA is hsa-miR-186-5p with sequence CAAAGAAUUCUCCUUUUGGGCU. The protein sequence of the target gene is MAMESTATAAVAAELVSADKIEDVPAPSTSADKVESLDVDSEAKKLLGLGQKHLVMGDIPAAVNAFQEAASLLGKKYGETANECGEAFFFYGKSLLELARMENGVLGNALEGVHVEEEEGEKTEDESLVENNDNIDEEAREELREQVYDAMGEKEEAKKTEDKSLAKPETDKEQDSEMEKGGREDMDISKSAEEPQEKVDLTLDWLTETSEEAKGGAAPEGPNEAEVTSGKPEQEVPDAEEEKSVSGTDVQEECREKGGQEKQGEVIVSIEEKPKEVSEEQPVVTLEKQGTAVEVEAESL.... Result: 1 (interaction). (5) The miRNA is hsa-miR-6826-5p with sequence UCAAUAGGAAAGAGGUGGGACCU. The protein sequence of the target gene is MADAWEEIRRLAADFQRAQFAESTQRLSERNCIEIVNKLISQKQLEVVHTLDGKEYITPAQISKEMRDELHVRGGRVNIVDLQQVINVDLTHIESRVSDIIKSEKHVQMVLGQLIDENYLDQLSEEVNDKLQESGQVTVSELCKAYDLPGDFLTQALTQRLGRIINGHLDLDNRGVIFTEAFVARHKARIRGLFSAITRPTPVNSLVSKYGFQEQLLYSVLEDLVSTGRLRGTVVGGRQDKAVFVPDIYSRTQSTWVDSFFRQNGYLEFDALSRLGIPDAVNYIKKRYKNTQLLFLKATC.... Result: 0 (no interaction). (6) The miRNA is mmu-miR-30e-5p with sequence UGUAAACAUCCUUGACUGGAAG. The protein sequence of the target gene is MIEDTMTLLSLLGRIMRYFLLRPETLFLLCISLALWSYFFHTDEVKTIVKSSRDAVKMVKGKVAEIMQNDRLGGLDVLEAEFSKTWEFKSHNVAVYSIQGRRDHMEDRFEVLTDLANKTHPSIFGIFDGHGGETAAEYVKSRLPEALKQHLQDYEKDKENSVLTYQTILEQQILSIDREMLEKLTVSYDEAGTTCLIALLSDKDLTVANVGDSRGVLCDKDGNAIPLSHDHKPYQLKERKRIKRAGGFISFNGSWRVQGILAMSRSLGDYPLKNLNVVIPDPDILTFDLDKLQPEFMILA.... Result: 1 (interaction). (7) The miRNA is hsa-miR-6752-3p with sequence UCCCUGCCCCCAUACUCCCAG. The protein sequence of the target gene is MPYKLKKEKEPPKVAKCTAKPSSSGKDGGGENTEEAQPQPQPQPQPQAQSQPPSSNKRPSNSTPPPTQLSKIKYSGGPQIVKKERRQSSSRFNLSKNRELQKLPALKDSPTQEREELFIQKLRQCCVLFDFVSDPLSDLKFKEVKRAGLNEMVEYITHSRDVVTEAIYPEAVTMFSVNLFRTLPPSSNPTGAEFDPEEDEPTLEAAWPHLQLVYEFFLRFLESPDFQPNIAKKYIDQKFVLALLDLFDSEDPRERDFLKTILHRIYGKFLGLRAYIRRQINHIFYRFIYETEHHNGIAEL.... Result: 1 (interaction).